Task: Predict the reaction yield, written as a fraction of the theoretical maximum amount of product (1.0 means a 100% yield; for example, 0.34 means a 34% yield).. Dataset: Reaction yield outcomes from USPTO patents with 853,638 reactions The reactants are Br[C:2]1[S:3][C:4]([C:8]2[N:9]([CH2:13][O:14][CH2:15][CH2:16][Si:17]([CH3:20])([CH3:19])[CH3:18])[CH:10]=[CH:11][N:12]=2)=[C:5]([Br:7])[N:6]=1.C[Sn](C)(C)[C:23]1[CH:28]=[CH:27][N:26]=[C:25]([NH:29][C:30](=[O:32])[CH3:31])[CH:24]=1.[Cl-].[Li+]. The catalyst is O1CCOCC1.C1C=CC([P]([Pd]([P](C2C=CC=CC=2)(C2C=CC=CC=2)C2C=CC=CC=2)([P](C2C=CC=CC=2)(C2C=CC=CC=2)C2C=CC=CC=2)[P](C2C=CC=CC=2)(C2C=CC=CC=2)C2C=CC=CC=2)(C2C=CC=CC=2)C2C=CC=CC=2)=CC=1.[Cu]I. The product is [Br:7][C:5]1[N:6]=[C:2]([C:23]2[CH:28]=[CH:27][N:26]=[C:25]([NH:29][C:30](=[O:32])[CH3:31])[CH:24]=2)[S:3][C:4]=1[C:8]1[N:9]([CH2:13][O:14][CH2:15][CH2:16][Si:17]([CH3:20])([CH3:19])[CH3:18])[CH:10]=[CH:11][N:12]=1. The yield is 0.660.